From a dataset of Reaction yield outcomes from USPTO patents with 853,638 reactions. Predict the reaction yield, written as a fraction of the theoretical maximum amount of product (1.0 means a 100% yield; for example, 0.34 means a 34% yield). (1) The reactants are C(OC([N:8]1[CH2:13][CH2:12][CH2:11][C@@H:10]([NH:14][C:15]2[N:20]=[C:19]([C:21]3[N:28]4[C:24]([S:25][CH:26]=[CH:27]4)=[N:23][C:22]=3[C:29]3[CH:34]=[CH:33][CH:32]=[C:31]([C:35]4[N:39]=[C:38]([CH3:40])[O:37][N:36]=4)[CH:30]=3)[CH:18]=[CH:17][N:16]=2)[CH2:9]1)=O)(C)(C)C.Cl. The catalyst is C(OCC)(=O)C. The product is [CH3:40][C:38]1[O:37][N:36]=[C:35]([C:31]2[CH:30]=[C:29]([C:22]3[N:23]=[C:24]4[N:28]([C:21]=3[C:19]3[CH:18]=[CH:17][N:16]=[C:15]([NH:14][C@@H:10]5[CH2:11][CH2:12][CH2:13][NH:8][CH2:9]5)[N:20]=3)[CH:27]=[CH:26][S:25]4)[CH:34]=[CH:33][CH:32]=2)[N:39]=1. The yield is 1.00. (2) The yield is 0.990. The reactants are [CH3:1][O:2][C:3](=[O:20])[C:4](=[N:12][NH:13][C:14]1[CH:19]=[CH:18][CH:17]=[CH:16][CH:15]=1)[C:5](=[O:11])[CH2:6][C:7](OC)=[O:8]. The catalyst is ClC1C=CC=CC=1Cl. The product is [CH3:1][O:2][C:3]([C:4]1[C:5]([OH:11])=[CH:6][C:7](=[O:8])[N:13]([C:14]2[CH:19]=[CH:18][CH:17]=[CH:16][CH:15]=2)[N:12]=1)=[O:20].